Dataset: Forward reaction prediction with 1.9M reactions from USPTO patents (1976-2016). Task: Predict the product of the given reaction. (1) The product is: [Cl:1][C:2]1[C:3]([NH:30][C:29]2[CH:31]=[CH:32][CH:33]=[CH:34][C:28]=2[F:27])=[C:4]2[N:10]=[C:9]([C:11]3[CH:16]=[CH:15][C:14]([O:17][CH2:18][CH2:19][N:20]4[CH2:21][CH2:22][O:23][CH2:24][CH2:25]4)=[CH:13][CH:12]=3)[NH:8][C:5]2=[N:6][CH:7]=1. Given the reactants [Cl:1][C:2]1[C:3](Cl)=[C:4]2[N:10]=[C:9]([C:11]3[CH:16]=[CH:15][C:14]([O:17][CH2:18][CH2:19][N:20]4[CH2:25][CH2:24][O:23][CH2:22][CH2:21]4)=[CH:13][CH:12]=3)[NH:8][C:5]2=[N:6][CH:7]=1.[F:27][C:28]1[CH:34]=[CH:33][CH:32]=[CH:31][C:29]=1[NH2:30], predict the reaction product. (2) Given the reactants [OH:1][C:2]1[CH:22]=[CH:21][C:5]([O:6][C:7]2[CH:20]=[CH:19][C:10]([O:11][CH2:12][C@@H:13]([NH:15][C:16](=[O:18])[CH3:17])[CH3:14])=[CH:9][CH:8]=2)=[CH:4][CH:3]=1.I[CH:24]([CH3:26])[CH3:25], predict the reaction product. The product is: [CH:24]([O:1][C:2]1[CH:3]=[CH:4][C:5]([O:6][C:7]2[CH:20]=[CH:19][C:10]([O:11][CH2:12][C@@H:13]([NH:15][C:16](=[O:18])[CH3:17])[CH3:14])=[CH:9][CH:8]=2)=[CH:21][CH:22]=1)([CH3:26])[CH3:25]. (3) Given the reactants [NH2:1][C@@H:2]([CH2:8][C@H:9]([CH2:13][O:14][CH2:15][C:16]1[CH:21]=[CH:20][CH:19]=[CH:18][CH:17]=1)[CH:10]([CH3:12])[CH3:11])[C:3]([O:5][CH2:6][CH3:7])=[O:4].CCN(CC)CC.[CH3:29][C:30]([O:33][C:34](O[C:34]([O:33][C:30]([CH3:32])([CH3:31])[CH3:29])=[O:35])=[O:35])([CH3:32])[CH3:31], predict the reaction product. The product is: [CH2:15]([O:14][CH2:13][C@H:9]([CH:10]([CH3:12])[CH3:11])[CH2:8][C@H:2]([NH:1][C:34]([O:33][C:30]([CH3:32])([CH3:31])[CH3:29])=[O:35])[C:3]([O:5][CH2:6][CH3:7])=[O:4])[C:16]1[CH:17]=[CH:18][CH:19]=[CH:20][CH:21]=1. (4) Given the reactants [O:1]1[CH2:6][CH2:5][C:4](=O)[CH2:3][CH2:2]1.OC(C(F)(F)F)=O.[CH2:15]([N:18]1[C:26]2[CH:25]=[CH:24][C:23]([C:27]([N:29]3[CH2:34][CH2:33][CH:32]([CH3:35])[CH2:31][CH2:30]3)=[O:28])=[CH:22][C:21]=2[C:20]2[CH2:36][NH:37][CH2:38][CH2:39][C:19]1=2)[CH:16]=[CH2:17], predict the reaction product. The product is: [CH2:15]([N:18]1[C:26]2[CH:25]=[CH:24][C:23]([C:27]([N:29]3[CH2:34][CH2:33][CH:32]([CH3:35])[CH2:31][CH2:30]3)=[O:28])=[CH:22][C:21]=2[C:20]2[CH2:36][N:37]([CH:4]3[CH2:5][CH2:6][O:1][CH2:2][CH2:3]3)[CH2:38][CH2:39][C:19]1=2)[CH:16]=[CH2:17]. (5) Given the reactants [C:1]([O:5][C:6]([N:8]1[CH2:12][CH2:11][CH:10]([CH:13]=[O:14])[CH2:9]1)=[O:7])([CH3:4])([CH3:3])[CH3:2].[BH4-].[Na+], predict the reaction product. The product is: [C:1]([O:5][C:6]([N:8]1[CH2:12][CH2:11][CH:10]([CH2:13][OH:14])[CH2:9]1)=[O:7])([CH3:4])([CH3:3])[CH3:2]. (6) Given the reactants [C@@H:1]1([O:12][C:13]2[C:17]([CH2:18][C:19]3[CH:24]=[CH:23][C:22]([O:25][CH:26]([CH3:28])[CH3:27])=[CH:21][CH:20]=3)=[C:16]([CH3:29])[NH:15][N:14]=2)[O:9][C@H:8]([CH2:10][OH:11])[C@@H:6]([OH:7])[C@H:4]([OH:5])[C@H:2]1[OH:3].C(=O)([O-])[O-].[Cs+].[Cs+].I[CH2:37][CH2:38][CH3:39].O, predict the reaction product. The product is: [C@@H:1]1([O:12][C:13]2[C:17]([CH2:18][C:19]3[CH:24]=[CH:23][C:22]([O:25][CH:26]([CH3:27])[CH3:28])=[CH:21][CH:20]=3)=[C:16]([CH3:29])[N:15]([CH2:37][CH2:38][CH3:39])[N:14]=2)[O:9][C@H:8]([CH2:10][OH:11])[C@@H:6]([OH:7])[C@H:4]([OH:5])[C@H:2]1[OH:3]. (7) Given the reactants [CH3:1][O:2][C:3]1[CH:4]=[C:5]2[C:10](=[CH:11][CH:12]=1)[CH:9]=[C:8]([C:13](=O)[CH2:14][CH2:15][CH2:16][CH2:17][CH2:18][CH3:19])[CH:7]=[CH:6]2.Cl.[CH2:22]([N:29]([C:31]1[CH:36]=[CH:35][CH:34]=[CH:33][CH:32]=1)N)[C:23]1[CH:28]=[CH:27][CH:26]=[CH:25][CH:24]=1.O, predict the reaction product. The product is: [CH2:22]([N:29]1[C:31]2[C:36](=[CH:35][CH:34]=[CH:33][CH:32]=2)[C:14]([CH2:15][CH2:16][CH2:17][CH2:18][CH3:19])=[C:13]1[C:8]1[CH:7]=[CH:6][C:5]2[C:10](=[CH:11][CH:12]=[C:3]([O:2][CH3:1])[CH:4]=2)[CH:9]=1)[C:23]1[CH:28]=[CH:27][CH:26]=[CH:25][CH:24]=1.